Dataset: Reaction yield outcomes from USPTO patents with 853,638 reactions. Task: Predict the reaction yield, written as a fraction of the theoretical maximum amount of product (1.0 means a 100% yield; for example, 0.34 means a 34% yield). (1) The product is [C:48]([O:52][C:53]([N:55]1[CH2:58][CH:57]([C:16]2[CH:15]=[N:14][CH:13]=[C:12]([N:6]3[C:7](=[O:11])[C:8]4[C:4](=[CH:3][C:2]([Cl:1])=[CH:10][CH:9]=4)[C:5]3([CH3:27])[CH3:28])[CH:17]=2)[CH2:56]1)=[O:54])([CH3:51])([CH3:49])[CH3:50]. The yield is 0.0700. The reactants are [Cl:1][C:2]1[CH:3]=[C:4]2[C:8](=[CH:9][CH:10]=1)[C:7](=[O:11])[N:6]([C:12]1[CH:13]=[N:14][CH:15]=[C:16](B3OC(C)(C)C(C)(C)O3)[CH:17]=1)[C:5]2([CH3:28])[CH3:27].Cl.N[C@@H]1CCCC[C@H]1O.C[Si]([N-][Si](C)(C)C)(C)C.[Na+].[C:48]([O:52][C:53]([N:55]1[CH2:58][CH:57](I)[CH2:56]1)=[O:54])([CH3:51])([CH3:50])[CH3:49]. The catalyst is CC(O)C. (2) The reactants are Cl[C:2]1[N:7]=[C:6]([NH:8][C@H:9]([C:11]2[CH:16]=[CH:15][CH:14]=[CH:13][CH:12]=2)[CH3:10])[CH:5]=[N:4][CH:3]=1.[N:17]1[C:21]2[CH:22]=[CH:23][CH:24]=[CH:25][C:20]=2[NH:19][CH:18]=1. No catalyst specified. The product is [N:17]1([C:2]2[N:7]=[C:6]([NH:8][C@H:9]([C:11]3[CH:16]=[CH:15][CH:14]=[CH:13][CH:12]=3)[CH3:10])[CH:5]=[N:4][CH:3]=2)[C:21]2[CH:22]=[CH:23][CH:24]=[CH:25][C:20]=2[N:19]=[CH:18]1. The yield is 0.380. (3) The reactants are Br[C:2]1[CH:3]=[C:4]([C:8]2([C:18]3[CH:23]=[CH:22][N:21]=[C:20]([C:24]([F:27])([F:26])[F:25])[CH:19]=3)[C:16]3[C:11](=[N:12][CH:13]=[CH:14][CH:15]=3)[C:10]([NH2:17])=[N:9]2)[CH:5]=[CH:6][CH:7]=1.C[Sn](C)(C)[C:30]1[CH:31]=[C:32]([CH:35]=[CH:36][N:37]=1)[C:33]#[N:34]. No catalyst specified. The product is [NH2:17][C:10]1[C:11]2=[N:12][CH:13]=[CH:14][CH:15]=[C:16]2[C:8]([C:4]2[CH:3]=[C:2]([C:30]3[CH:31]=[C:32]([CH:35]=[CH:36][N:37]=3)[C:33]#[N:34])[CH:7]=[CH:6][CH:5]=2)([C:18]2[CH:23]=[CH:22][N:21]=[C:20]([C:24]([F:26])([F:25])[F:27])[CH:19]=2)[N:9]=1. The yield is 0.190. (4) The reactants are [N+:1]([C:4]1[CH:21]=[CH:20][C:7]([O:8][C:9]2[CH:10]=[C:11]3[C:15](=[CH:16][CH:17]=2)[C:14](=[O:18])[NH:13][C:12]3=[O:19])=[CH:6][CH:5]=1)([O-])=O. The catalyst is CC(O)=O.O.[Fe]. The product is [NH2:1][C:4]1[CH:21]=[CH:20][C:7]([O:8][C:9]2[CH:10]=[C:11]3[C:15](=[CH:16][CH:17]=2)[C:14](=[O:18])[NH:13][C:12]3=[O:19])=[CH:6][CH:5]=1. The yield is 0.750.